From a dataset of Forward reaction prediction with 1.9M reactions from USPTO patents (1976-2016). Predict the product of the given reaction. (1) Given the reactants [Br:1][C:2]1[C:6]([CH:7]=O)=[C:5](Br)[N:4]([CH:10]([O:12][CH2:13][CH3:14])[CH3:11])[N:3]=1.C(=O)([O-])[O-].[Na+].[Na+].[SH:21][CH2:22][C:23]([O:25][CH2:26][CH3:27])=[O:24], predict the reaction product. The product is: [Br:1][C:2]1[C:6]2[CH:7]=[C:22]([C:23]([O:25][CH2:26][CH3:27])=[O:24])[S:21][C:5]=2[N:4]([CH:10]([O:12][CH2:13][CH3:14])[CH3:11])[N:3]=1. (2) Given the reactants [CH3:1][N:2]1[CH2:7][CH2:6][NH:5][CH2:4][CH2:3]1.[CH2:8]([O:10][C:11]([C:13]1([CH3:26])[CH2:22][CH2:21][C:20]2[C:15](=[C:16](Br)[CH:17]=[C:18]([O:23][CH3:24])[CH:19]=2)[O:14]1)=[O:12])[CH3:9].C1(P(C2C=CC=CC=2)C2C=CC3C(=CC=CC=3)C=2C2C3C(=CC=CC=3)C=CC=2P(C2C=CC=CC=2)C2C=CC=CC=2)C=CC=CC=1.C(=O)([O-])[O-].[Cs+].[Cs+], predict the reaction product. The product is: [CH2:8]([O:10][C:11]([C:13]1([CH3:26])[CH2:22][CH2:21][C:20]2[C:15](=[C:16]([N:5]3[CH2:6][CH2:7][N:2]([CH3:1])[CH2:3][CH2:4]3)[CH:17]=[C:18]([O:23][CH3:24])[CH:19]=2)[O:14]1)=[O:12])[CH3:9]. (3) Given the reactants Br[C:2]1[CH:7]=[CH:6][CH:5]=[CH:4][C:3]=1[N+:8]([O-:10])=[O:9].C([O-])(=O)C.[Na+].[Br:16][C:17]1[CH:18]=[C:19]([CH:21]=[CH:22][CH:23]=1)[NH2:20], predict the reaction product. The product is: [Br:16][C:17]1[CH:18]=[C:19]([NH:20][C:2]2[CH:7]=[CH:6][CH:5]=[CH:4][C:3]=2[N+:8]([O-:10])=[O:9])[CH:21]=[CH:22][CH:23]=1. (4) Given the reactants [OH:1][C:2]1[CH:9]=[C:8]([OH:10])[CH:7]=[C:6]([N+:11]([O-:13])=[O:12])[C:3]=1[CH:4]=[O:5].[CH3:14][C:15]([CH3:19])=[CH:16][CH:17]=O.N1C=CC=CC=1, predict the reaction product. The product is: [OH:1][C:2]1[C:3]([CH:4]=[O:5])=[C:6]([N+:11]([O-:13])=[O:12])[CH:7]=[C:8]2[C:9]=1[CH:17]=[CH:16][C:15]([CH3:19])([CH3:14])[O:10]2. (5) Given the reactants C[O:2][C:3]1[CH:4]=[C:5]2[C:9](=[C:10]([CH3:12])[CH:11]=1)[N:8]([CH2:13][CH2:14][C:15]1[CH:20]=[CH:19][CH:18]=[CH:17][CH:16]=1)[CH:7]=[C:6]2[CH:21]1[CH2:26][CH2:25][N:24]([CH3:27])[CH2:23][CH2:22]1.Cl.N1C=CC=CC=1, predict the reaction product. The product is: [CH3:12][C:10]1[CH:11]=[C:3]([OH:2])[CH:4]=[C:5]2[C:9]=1[N:8]([CH2:13][CH2:14][C:15]1[CH:20]=[CH:19][CH:18]=[CH:17][CH:16]=1)[CH:7]=[C:6]2[CH:21]1[CH2:22][CH2:23][N:24]([CH3:27])[CH2:25][CH2:26]1.